From a dataset of Catalyst prediction with 721,799 reactions and 888 catalyst types from USPTO. Predict which catalyst facilitates the given reaction. (1) Reactant: [NH2:1][C:2]1[N:11]=[C:10]([CH3:12])[C:9]2[C:8](=[N:13][OH:14])[CH2:7][CH:6]([C:15]3[CH:20]=[CH:19][CH:18]=[CH:17][C:16]=3[C:21]3[CH:26]=[CH:25][CH:24]=[CH:23][CH:22]=3)[CH2:5][C:4]=2[N:3]=1.Cl.Cl.Cl[CH2:30][CH2:31][CH2:32][N:33]1[CH2:38][CH2:37][NH:36][CH2:35][CH2:34]1.[H-].[Na+].CN(C)CCCON=C1CC(C2C=C(F)C=CC=2C2C=CC=CC=2)CC2N=C(N)N=C(C)C1=2. Product: [N:33]1([CH2:32][CH2:31][CH2:30][O:14][N:13]=[C:8]2[CH2:7][CH:6]([C:15]3[CH:20]=[CH:19][CH:18]=[CH:17][C:16]=3[C:21]3[CH:26]=[CH:25][CH:24]=[CH:23][CH:22]=3)[CH2:5][C:4]3[N:3]=[C:2]([NH2:1])[N:11]=[C:10]([CH3:12])[C:9]2=3)[CH2:38][CH2:37][NH:36][CH2:35][CH2:34]1. The catalyst class is: 6. (2) Reactant: [CH2:1]([N:8]1[C:12]2[CH:13]=[CH:14][C:15]3[N:16]([C:17]([CH3:20])=[N:18][N:19]=3)[C:11]=2[CH:10]=[C:9]1[C:21]1[CH:25]=[CH:24][N:23]([C:26]2([CH2:30][C:31]#[N:32])[CH2:29][NH:28][CH2:27]2)[N:22]=1)[C:2]1[CH:7]=[CH:6][CH:5]=[CH:4][CH:3]=1.C=O.[C:35](O[BH-](OC(=O)C)OC(=O)C)(=O)C.[Na+]. Product: [CH2:1]([N:8]1[C:12]2[CH:13]=[CH:14][C:15]3[N:16]([C:17]([CH3:20])=[N:18][N:19]=3)[C:11]=2[CH:10]=[C:9]1[C:21]1[CH:25]=[CH:24][N:23]([C:26]2([CH2:30][C:31]#[N:32])[CH2:29][N:28]([CH3:35])[CH2:27]2)[N:22]=1)[C:2]1[CH:7]=[CH:6][CH:5]=[CH:4][CH:3]=1. The catalyst class is: 2. (3) Reactant: [CH3:1][C:2]1([CH3:23])[O:6][C:5](=[O:7])[N:4]([C:8]2[CH:16]=[CH:15][C:11]([C:12](Cl)=[O:13])=[CH:10][CH:9]=2)[C@H:3]1[C:17]1[CH:22]=[CH:21][CH:20]=[CH:19][CH:18]=1.[N:24]1[C:33]2[C:28](=[N:29][CH:30]=[CH:31][CH:32]=2)[C:27]([NH2:34])=[CH:26][CH:25]=1.CCN(C(C)C)C(C)C. The catalyst class is: 2. Product: [CH3:1][C:2]1([CH3:23])[O:6][C:5](=[O:7])[N:4]([C:8]2[CH:16]=[CH:15][C:11]([C:12]([NH:34][C:27]3[C:28]4[C:33](=[CH:32][CH:31]=[CH:30][N:29]=4)[N:24]=[CH:25][CH:26]=3)=[O:13])=[CH:10][CH:9]=2)[C@H:3]1[C:17]1[CH:22]=[CH:21][CH:20]=[CH:19][CH:18]=1. (4) The catalyst class is: 2. Reactant: Cl[C:2]([O:4][CH2:5][C:6]([Cl:9])([Cl:8])[Cl:7])=[O:3].N1C=CC=CC=1.[NH2:16][C:17]1[C:31]([O:32][CH3:33])=[C:30]([CH3:34])[C:29]([O:35][CH3:36])=[CH:28][C:18]=1[C:19]([N:21]1[CH2:25][CH2:24][CH2:23][CH:22]1[CH2:26][OH:27])=[O:20]. Product: [CH3:34][C:30]1[C:29]([O:35][CH3:36])=[CH:28][C:18]([C:19]([N:21]2[CH2:25][CH2:24][CH2:23][CH:22]2[CH2:26][OH:27])=[O:20])=[C:17]([NH:16][C:2]([O:4][CH2:5][C:6]([Cl:9])([Cl:8])[Cl:7])=[O:3])[C:31]=1[O:32][CH3:33]. (5) Reactant: C(=O)([O-])[O-].[Cs+].[Cs+].[Cl:7][C:8]1[CH:12]=[N:11][N:10]([CH3:13])[C:9]=1[C:14]1[CH:15]=[C:16]([NH:21][C:22](=[O:33])[C:23]2[CH:28]=[CH:27][CH:26]=[C:25]([C:29]([F:32])([F:31])[F:30])[CH:24]=2)[CH:17]=[CH:18][C:19]=1[OH:20].CS(O[CH2:39][C:40]([CH3:45])([N+:42]([O-:44])=[O:43])[CH3:41])(=O)=O.O. Product: [N+:42]([C:40]([CH3:45])([CH3:41])[CH2:39][O:20][C:19]1[CH:18]=[CH:17][C:16]([NH:21][C:22](=[O:33])[C:23]2[CH:28]=[CH:27][CH:26]=[C:25]([C:29]([F:31])([F:30])[F:32])[CH:24]=2)=[CH:15][C:14]=1[C:9]1[N:10]([CH3:13])[N:11]=[CH:12][C:8]=1[Cl:7])([O-:44])=[O:43]. The catalyst class is: 44. (6) Reactant: [C:1]([O:5][C:6]([NH:8][C@H:9]([C:15](=[O:26])[NH:16][CH:17]1[CH2:25][C:24]2[C:19](=[CH:20][CH:21]=[CH:22][CH:23]=2)[CH2:18]1)[CH2:10][CH2:11][C:12](O)=[O:13])=[O:7])([CH3:4])([CH3:3])[CH3:2].[NH2:27][CH:28]1[CH2:36][C:35]2[C:30](=[CH:31][CH:32]=[CH:33][CH:34]=2)[CH2:29]1.C(Cl)CCl.C1C=CC2N(O)N=NC=2C=1.CN1CCOCC1. Product: [C:1]([O:5][C:6]([NH:8][C@@H:9]([CH2:10][CH2:11][C:12]([NH:27][CH:28]1[CH2:36][C:35]2[C:30](=[CH:31][CH:32]=[CH:33][CH:34]=2)[CH2:29]1)=[O:13])[C:15]([NH:16][CH:17]1[CH2:25][C:24]2[C:19](=[CH:20][CH:21]=[CH:22][CH:23]=2)[CH2:18]1)=[O:26])=[O:7])([CH3:2])([CH3:3])[CH3:4]. The catalyst class is: 4.